Dataset: NCI-60 drug combinations with 297,098 pairs across 59 cell lines. Task: Regression. Given two drug SMILES strings and cell line genomic features, predict the synergy score measuring deviation from expected non-interaction effect. (1) Drug 1: C1CCC(C1)C(CC#N)N2C=C(C=N2)C3=C4C=CNC4=NC=N3. Drug 2: C1=NC(=NC(=O)N1C2C(C(C(O2)CO)O)O)N. Synergy scores: CSS=-5.43, Synergy_ZIP=1.82, Synergy_Bliss=0.0526, Synergy_Loewe=-4.81, Synergy_HSA=-4.23. Cell line: MALME-3M. (2) Drug 1: CC(C1=C(C=CC(=C1Cl)F)Cl)OC2=C(N=CC(=C2)C3=CN(N=C3)C4CCNCC4)N. Drug 2: CC1C(C(=O)NC(C(=O)N2CCCC2C(=O)N(CC(=O)N(C(C(=O)O1)C(C)C)C)C)C(C)C)NC(=O)C3=C4C(=C(C=C3)C)OC5=C(C(=O)C(=C(C5=N4)C(=O)NC6C(OC(=O)C(N(C(=O)CN(C(=O)C7CCCN7C(=O)C(NC6=O)C(C)C)C)C)C(C)C)C)N)C. Cell line: HCT-15. Synergy scores: CSS=13.3, Synergy_ZIP=3.16, Synergy_Bliss=6.07, Synergy_Loewe=4.42, Synergy_HSA=4.44.